Dataset: Full USPTO retrosynthesis dataset with 1.9M reactions from patents (1976-2016). Task: Predict the reactants needed to synthesize the given product. Given the product [C:1]([O:4][CH2:5][C:6]1[CH:7]=[CH:8][C:9]([CH:12]([CH:16]2[CH2:20][CH2:19][CH2:18][CH2:17]2)[C:13]([NH:41][C:42]2[CH:43]=[C:44]([CH:56]=[CH:57][CH:58]=2)[CH2:45][C:46]2([C:49]([O:51][C:52]([CH3:55])([CH3:53])[CH3:54])=[O:50])[CH2:48][CH2:47]2)=[O:15])=[CH:10][CH:11]=1)(=[O:3])[CH3:2], predict the reactants needed to synthesize it. The reactants are: [C:1]([O:4][CH2:5][C:6]1[CH:11]=[CH:10][C:9]([CH:12]([CH:16]2[CH2:20][CH2:19][CH2:18][CH2:17]2)[C:13]([OH:15])=O)=[CH:8][CH:7]=1)(=[O:3])[CH3:2].O.ON1C2C=CC=CC=2N=N1.C(N(CC)C(C)C)(C)C.[NH2:41][C:42]1[CH:43]=[C:44]([CH:56]=[CH:57][CH:58]=1)[CH2:45][C:46]1([C:49]([O:51][C:52]([CH3:55])([CH3:54])[CH3:53])=[O:50])[CH2:48][CH2:47]1.CN(C(ON1N=NC2C=CC=NC1=2)=[N+](C)C)C.F[P-](F)(F)(F)(F)F.C(=O)([O-])[O-].[Na+].[Na+].